This data is from Full USPTO retrosynthesis dataset with 1.9M reactions from patents (1976-2016). The task is: Predict the reactants needed to synthesize the given product. (1) Given the product [F:1][C:2]1[CH:3]=[C:4]([OH:13])[CH:5]=[C:6]2[C:10]=1[C:9]([CH3:11])([CH3:12])[CH2:8][CH2:7]2, predict the reactants needed to synthesize it. The reactants are: [F:1][C:2]1[CH:3]=[C:4]([O:13]C)[CH:5]=[C:6]2[C:10]=1[C:9]([CH3:12])([CH3:11])[CH2:8][CH2:7]2.C(S)CCCCCCCCCCC.[Cl-].[Al+3].[Cl-].[Cl-].Cl. (2) Given the product [F:53][CH2:52][C@H:49]1[CH2:50][CH2:51][N:47]([CH2:46][CH2:45][C:43]2[N:44]=[C:40]([C:37]3[CH:38]=[CH:39][C:34]([C:27]4[CH:28]=[CH:29][C:24]([S:21]([CH3:20])(=[O:23])=[O:22])=[CH:25][CH:26]=4)=[CH:35][CH:36]=3)[O:41][C:42]=2[CH3:54])[CH2:48]1, predict the reactants needed to synthesize it. The reactants are: C1(P(C2C=CC=CC=2)C2C=CC=CC=2)C=CC=CC=1.[CH3:20][S:21]([C:24]1[CH:29]=[CH:28][C:27](B(O)O)=[CH:26][CH:25]=1)(=[O:23])=[O:22].Br[C:34]1[CH:39]=[CH:38][C:37]([C:40]2[O:41][C:42]([CH3:54])=[C:43]([CH2:45][CH2:46][N:47]3[CH2:51][CH2:50][C@H:49]([CH2:52][F:53])[CH2:48]3)[N:44]=2)=[CH:36][CH:35]=1.C(=O)([O-])[O-].[K+].[K+]. (3) Given the product [CH2:1]([N:8]([CH2:38][C:39]1[CH:44]=[CH:43][CH:42]=[CH:41][CH:40]=1)[CH:9]1[CH2:14][CH2:13][CH:12]([C:15]2[N:19]3[C:20]4[CH:26]=[CH:25][N:24]([S:27]([C:30]5[CH:36]=[CH:35][C:33]([CH3:34])=[CH:32][CH:31]=5)(=[O:29])=[O:28])[C:21]=4[N:22]=[CH:23][C:18]3=[N:17][CH:16]=2)[CH2:11][CH2:10]1)[C:2]1[CH:7]=[CH:6][CH:5]=[CH:4][CH:3]=1, predict the reactants needed to synthesize it. The reactants are: [CH2:1]([N:8]([CH2:38][C:39]1[CH:44]=[CH:43][CH:42]=[CH:41][CH:40]=1)[CH:9]1[CH2:14][CH2:13][CH:12]([C:15](=O)[CH2:16][NH:17][C:18]2[N:19]=[C:20]3[CH:26]=[CH:25][N:24]([S:27]([C:30]4[CH:36]=[CH:35][C:33]([CH3:34])=[CH:32][CH:31]=4)(=[O:29])=[O:28])[C:21]3=[N:22][CH:23]=2)[CH2:11][CH2:10]1)[C:2]1[CH:7]=[CH:6][CH:5]=[CH:4][CH:3]=1.